This data is from Reaction yield outcomes from USPTO patents with 853,638 reactions. The task is: Predict the reaction yield, written as a fraction of the theoretical maximum amount of product (1.0 means a 100% yield; for example, 0.34 means a 34% yield). The reactants are C(OC(=O)[NH:10][C@H:11]1[CH2:14][NH:13][C:12]1=[O:15])C1C=CC=CC=1.C1CCC=CC=1.[CH3:23][C:24]([OH:26])=[O:25].C1COCC1. The catalyst is CCO.CCOC(C)=O.[Pd]. The product is [C:24]([O-:26])(=[O:25])[CH3:23].[O:15]=[C:12]1[C@@H:11]([NH3+:10])[CH2:14][NH:13]1. The yield is 0.790.